Task: Predict which catalyst facilitates the given reaction.. Dataset: Catalyst prediction with 721,799 reactions and 888 catalyst types from USPTO Reactant: [CH3:1][C:2]([CH3:21])([CH3:20])[C:3]([NH:5][C:6]1[C:15]([C:16]([O:18][CH3:19])=[O:17])=[C:14]2[C:9]([CH:10]=[CH:11][CH2:12][O:13]2)=[CH:8][CH:7]=1)=[O:4].[OH-].[Na+].[CH:24](Br)([Br:26])[Br:25]. Product: [Br:25][C:24]1([Br:26])[CH:10]2[CH:11]1[CH2:12][O:13][C:14]1[C:9]2=[CH:8][CH:7]=[C:6]([NH:5][C:3](=[O:4])[C:2]([CH3:21])([CH3:20])[CH3:1])[C:15]=1[C:16]([O:18][CH3:19])=[O:17]. The catalyst class is: 572.